This data is from Reaction yield outcomes from USPTO patents with 853,638 reactions. The task is: Predict the reaction yield, written as a fraction of the theoretical maximum amount of product (1.0 means a 100% yield; for example, 0.34 means a 34% yield). (1) The reactants are [CH2:1]([C:3]1[C:8](=[O:9])[NH:7][C:6]([CH3:10])=[C:5]([C:11]2[O:15][C:14]([C:16]([OH:18])=O)=[CH:13][CH:12]=2)[CH:4]=1)[CH3:2].[CH3:19][NH:20][CH3:21]. No catalyst specified. The product is [CH3:19][N:20]([CH3:21])[C:16]([C:14]1[O:15][C:11]([C:5]2[CH:4]=[C:3]([CH2:1][CH3:2])[C:8](=[O:9])[NH:7][C:6]=2[CH3:10])=[CH:12][CH:13]=1)=[O:18]. The yield is 0.500. (2) The reactants are C(OC(=O)[NH:7][C:8]1([C:11]([N:13]2[CH2:18][CH2:17][N:16]([CH2:19][C:20]3[N:21]([CH3:46])[C:22]4[C:27]([N:28]=3)=[C:26]([N:29]3[CH2:34][CH2:33][O:32][CH2:31][CH2:30]3)[N:25]=[C:24]([N:35]3[C:39]5[CH:40]=[CH:41][CH:42]=[CH:43][C:38]=5[N:37]=[C:36]3[CH2:44][CH3:45])[N:23]=4)[C:15]([CH3:48])([CH3:47])[CH2:14]2)=[O:12])[CH2:10][CH2:9]1)(C)(C)C.C(O)(C(F)(F)F)=O. The catalyst is C(Cl)Cl. The product is [NH2:7][C:8]1([C:11]([N:13]2[CH2:18][CH2:17][N:16]([CH2:19][C:20]3[N:21]([CH3:46])[C:22]4[C:27]([N:28]=3)=[C:26]([N:29]3[CH2:34][CH2:33][O:32][CH2:31][CH2:30]3)[N:25]=[C:24]([N:35]3[C:39]5[CH:40]=[CH:41][CH:42]=[CH:43][C:38]=5[N:37]=[C:36]3[CH2:44][CH3:45])[N:23]=4)[C:15]([CH3:47])([CH3:48])[CH2:14]2)=[O:12])[CH2:9][CH2:10]1. The yield is 0.600. (3) The reactants are [CH:1]1([S:4]([NH2:7])(=[O:6])=[O:5])[CH2:3][CH2:2]1.C(N(CC)CC)C.[CH3:15][C:16]([O:19][C:20](O[C:20]([O:19][C:16]([CH3:18])([CH3:17])[CH3:15])=[O:21])=[O:21])([CH3:18])[CH3:17]. The catalyst is C(Cl)Cl.CN(C1C=CN=CC=1)C.O. The product is [CH:1]1([S:4]([NH:7][C:20](=[O:21])[O:19][C:16]([CH3:18])([CH3:17])[CH3:15])(=[O:6])=[O:5])[CH2:3][CH2:2]1. The yield is 0.650. (4) The reactants are [Br:1][C:2]1[CH:3]=[C:4]([C:9]#[C:10][CH3:11])[C:5]([NH2:8])=[N:6][CH:7]=1.CC(C)([O-])C.[K+]. The catalyst is C(O)(C)(C)C. The product is [Br:1][C:2]1[CH:3]=[C:4]2[CH:9]=[C:10]([CH3:11])[NH:8][C:5]2=[N:6][CH:7]=1. The yield is 0.970.